This data is from Forward reaction prediction with 1.9M reactions from USPTO patents (1976-2016). The task is: Predict the product of the given reaction. (1) Given the reactants [C:1]1([C@H:7]2[C@@H:11]([C:12]3[CH:17]=[CH:16][CH:15]=[CH:14][CH:13]=3)[NH:10][C:9](=[S:18])[NH:8]2)[CH:6]=[CH:5][CH:4]=[CH:3][CH:2]=1.[F:19][C:20]([F:30])([F:29])[C:21]1[CH:22]=[C:23]([CH:26]=[CH:27][CH:28]=1)[CH2:24][Cl:25], predict the reaction product. The product is: [ClH:25].[F:19][C:20]([F:29])([F:30])[C:21]1[CH:22]=[C:23]([CH:26]=[CH:27][CH:28]=1)[CH2:24][S:18][C:9]1[NH:8][C@H:7]([C:1]2[CH:2]=[CH:3][CH:4]=[CH:5][CH:6]=2)[C@H:11]([C:12]2[CH:13]=[CH:14][CH:15]=[CH:16][CH:17]=2)[N:10]=1. (2) Given the reactants [CH:1]1[CH:2]=[CH:3][C:4]2[NH:11][C:9](=[O:10])[CH:8]=[C:7]([CH2:12][CH:13]([NH:17][C:18]([C:20]3[CH:21]=[CH:22][C:23]([Cl:26])=[CH:24][CH:25]=3)=[O:19])[C:14]([OH:16])=[O:15])[C:5]=2[CH:6]=1.Br[CH2:28][CH2:29][CH2:30][CH2:31][CH2:32][CH2:33][N:34]1[CH2:39][CH2:38][O:37][CH2:36][CH2:35]1, predict the reaction product. The product is: [Cl:26][C:23]1[CH:24]=[CH:25][C:20]([C:18]([NH:17][CH:13]([CH2:12][C:7]2[C:5]3[C:4](=[CH:3][CH:2]=[CH:1][CH:6]=3)[NH:11][C:9](=[O:10])[CH:8]=2)[C:14]([O:16][CH2:28][CH2:29][CH2:30][CH2:31][CH2:32][CH2:33][N:34]2[CH2:39][CH2:38][O:37][CH2:36][CH2:35]2)=[O:15])=[O:19])=[CH:21][CH:22]=1.